This data is from Catalyst prediction with 721,799 reactions and 888 catalyst types from USPTO. The task is: Predict which catalyst facilitates the given reaction. (1) Reactant: [Cl-].O[NH3+:3].[C:4](=[O:7])([O-])[OH:5].[Na+].CS(C)=O.[O:13]=[C:14]1[C:19]([CH2:20][C:21]2[CH:26]=[CH:25][C:24]([C:27]3[C:28]([C:33]#[N:34])=[CH:29][CH:30]=[CH:31][CH:32]=3)=[CH:23][CH:22]=2)=[C:18]([CH2:35][CH2:36][CH3:37])[N:17]2[N:38]=[CH:39][N:40]=[C:16]2[N:15]1[C@H:41]1[CH2:46][CH2:45][C@H:44]([NH:47][CH:48]2[CH2:53][CH2:52][O:51][CH2:50][CH2:49]2)[CH2:43][CH2:42]1. Product: [O:7]=[C:4]1[O:5][N:3]=[C:33]([C:28]2[CH:29]=[CH:30][CH:31]=[CH:32][C:27]=2[C:24]2[CH:23]=[CH:22][C:21]([CH2:20][C:19]3[C:14](=[O:13])[N:15]([C@H:41]4[CH2:46][CH2:45][C@H:44]([NH:47][CH:48]5[CH2:53][CH2:52][O:51][CH2:50][CH2:49]5)[CH2:43][CH2:42]4)[C:16]4[N:17]([N:38]=[CH:39][N:40]=4)[C:18]=3[CH2:35][CH2:36][CH3:37])=[CH:26][CH:25]=2)[NH:34]1. The catalyst class is: 69. (2) The catalyst class is: 33. Reactant: [CH3:1][O:2][C:3](=[O:13])[C:4]1[C:9]([Cl:10])=[CH:8][C:7](N)=[CH:6][C:5]=1[Cl:12].N([O-])=[O:15].[Na+].O. Product: [CH3:1][O:2][C:3](=[O:13])[C:4]1[C:9]([Cl:10])=[CH:8][C:7]([OH:15])=[CH:6][C:5]=1[Cl:12]. (3) The catalyst class is: 3. Product: [C:1]([O:5][C:6](=[O:15])[C:7]([O:11][C:12](=[O:14])[CH3:13])([C:8](=[O:9])[CH3:10])[CH2:18][CH2:19][CH2:20][CH2:21][CH2:22][CH3:23])([CH3:2])([CH3:3])[CH3:4]. Reactant: [C:1]([O:5][C:6](=[O:15])[CH:7]([O:11][C:12](=[O:14])[CH3:13])[C:8]([CH3:10])=[O:9])([CH3:4])([CH3:3])[CH3:2].[H-].[Na+].[CH2:18](Br)[CH2:19][CH2:20][CH2:21][CH2:22][CH3:23]. (4) Reactant: [N:1]([CH2:4][CH2:5][CH2:6][C:7]1[C:15]2[C:10](=[CH:11][CH:12]=[CH:13][C:14]=2[NH:16][C:17]2[C:25]3[C:20](=[CH:21][N:22]=[CH:23][CH:24]=3)[O:19][C:18]=2[C:26]2[N:31]=[CH:30][CH:29]=[CH:28][N:27]=2)[N:9]([C:32]([O:34][C:35]([CH3:38])([CH3:37])[CH3:36])=[O:33])[N:8]=1)=[N+]=[N-]. Product: [NH2:1][CH2:4][CH2:5][CH2:6][C:7]1[C:15]2[C:10](=[CH:11][CH:12]=[CH:13][C:14]=2[NH:16][C:17]2[C:25]3[C:20](=[CH:21][N:22]=[CH:23][CH:24]=3)[O:19][C:18]=2[C:26]2[N:31]=[CH:30][CH:29]=[CH:28][N:27]=2)[N:9]([C:32]([O:34][C:35]([CH3:38])([CH3:37])[CH3:36])=[O:33])[N:8]=1. The catalyst class is: 19. (5) Reactant: [N:1]1[CH:6]=[CH:5][CH:4]=[CH:3][C:2]=1[N:7]([CH2:30][CH2:31][C:32]([NH:34][S:35]([CH3:38])(=[O:37])=[O:36])=[O:33])[C:8]([C:10]1[CH:29]=[CH:28][C:13]2[N:14]([CH3:27])[C:15]([CH2:17][NH:18][C:19]3[CH:24]=[CH:23][C:22]([C:25]#[N:26])=[CH:21][CH:20]=3)=[N:16][C:12]=2[CH:11]=1)=[O:9].[NH2:39][OH:40].ClCCl.C(O)C. Product: [N:1]1[CH:6]=[CH:5][CH:4]=[CH:3][C:2]=1[N:7]([CH2:30][CH2:31][C:32]([NH:34][S:35]([CH3:38])(=[O:36])=[O:37])=[O:33])[C:8]([C:10]1[CH:29]=[CH:28][C:13]2[N:14]([CH3:27])[C:15]([CH2:17][NH:18][C:19]3[CH:20]=[CH:21][C:22]([C:25](=[NH:26])[NH:39][OH:40])=[CH:23][CH:24]=3)=[N:16][C:12]=2[CH:11]=1)=[O:9]. The catalyst class is: 15. (6) Reactant: [Cl:1][C:2]1[CH:7]=[CH:6][C:5]([CH:8]([C:10]2[CH:14]=[C:13]([C:15]3[CH:20]=[CH:19][N:18]=[CH:17][CH:16]=3)[S:12][C:11]=2[C:21]2[NH:25][CH:24]=[N:23][N:22]=2)O)=[CH:4][CH:3]=1.[N:26]1[CH:31]=CC=C[CH:27]=1.CS(Cl)(=O)=O.CNC. Product: [Cl:1][C:2]1[CH:7]=[CH:6][C:5]([CH:8]([C:10]2[CH:14]=[C:13]([C:15]3[CH:20]=[CH:19][N:18]=[CH:17][CH:16]=3)[S:12][C:11]=2[C:21]2[NH:25][CH:24]=[N:23][N:22]=2)[N:26]([CH3:31])[CH3:27])=[CH:4][CH:3]=1. The catalyst class is: 168. (7) Reactant: [C:1]([CH2:4][CH2:5][C:6]1[C:10]([CH3:11])=[C:9]([CH:12]=O)[NH:8][C:7]=1[CH3:14])([OH:3])=[O:2].[CH2:15]([O:17][C:18]1[CH:19]=[C:20]([C:24]2[CH:32]=[C:31]3[C:27]([CH2:28][C:29](=[O:33])[NH:30]3)=[CH:26][CH:25]=2)[CH:21]=[CH:22][CH:23]=1)[CH3:16]. Product: [CH2:15]([O:17][C:18]1[CH:19]=[C:20]([C:24]2[CH:32]=[C:31]3[C:27]([C:28](=[CH:12][C:9]4[NH:8][C:7]([CH3:14])=[C:6]([CH2:5][CH2:4][C:1]([OH:3])=[O:2])[C:10]=4[CH3:11])[C:29](=[O:33])[NH:30]3)=[CH:26][CH:25]=2)[CH:21]=[CH:22][CH:23]=1)[CH3:16]. The catalyst class is: 495. (8) Reactant: CC([CH:5]([CH:9]1[C:18]2[C:13](=[C:14]([C:19]3[N:23]=[C:22]([C:24]4[CH:29]=[CH:28][C:27]([O:30][CH:31]([CH3:33])[CH3:32])=[C:26]([Cl:34])[CH:25]=4)[O:21][N:20]=3)[CH:15]=[CH:16][CH:17]=2)[CH2:12][CH2:11][NH:10]1)[C:6]([O-:8])=[O:7])(C)C. Product: [ClH:34].[Cl:34][C:26]1[CH:25]=[C:24]([C:22]2[O:21][N:20]=[C:19]([C:14]3[CH:15]=[CH:16][CH:17]=[C:18]4[C:13]=3[CH2:12][CH2:11][NH:10][CH:9]4[CH2:5][C:6]([OH:8])=[O:7])[N:23]=2)[CH:29]=[CH:28][C:27]=1[O:30][CH:31]([CH3:32])[CH3:33]. The catalyst class is: 89. (9) Reactant: [CH3:1][S:2]([CH3:15])(=[N:4][C:5]([O:7][CH2:8][C:9]1[CH:14]=[CH:13][CH:12]=[CH:11][CH:10]=1)=[O:6])=[O:3].[Li+].C[Si]([N-][Si](C)(C)C)(C)C.C(O[CH2:29][CH3:30])=O.[NH:31]1[CH2:35]C[CH2:33][CH2:32]1.[BH-](OC(C)=O)(OC(C)=O)OC(C)=O.[Na+]. Product: [CH3:1][S:2](=[O:3])([CH2:15][CH2:35][N:31]1[CH2:30][CH2:29][CH2:33][CH2:32]1)=[N:4][C:5](=[O:6])[O:7][CH2:8][C:9]1[CH:14]=[CH:13][CH:12]=[CH:11][CH:10]=1. The catalyst class is: 249. (10) Reactant: [CH2:1]([N:3]1[C:11]2[C:6](=[CH:7][CH:8]=[C:9]([O:12][CH3:13])[CH:10]=2)[C:5]([C:14]#[N:15])=[C:4]1[C:16]1[CH:21]=[CH:20][C:19]([O:22][CH2:23][CH2:24]O)=[CH:18][CH:17]=1)[CH3:2].C1C=CC(P(C2C=CC=CC=2)C2C=CC=CC=2)=CC=1.[Br:45]N1C(=O)CCC1=O. Product: [Br:45][CH2:24][CH2:23][O:22][C:19]1[CH:20]=[CH:21][C:16]([C:4]2[N:3]([CH2:1][CH3:2])[C:11]3[C:6]([C:5]=2[C:14]#[N:15])=[CH:7][CH:8]=[C:9]([O:12][CH3:13])[CH:10]=3)=[CH:17][CH:18]=1. The catalyst class is: 2.